Task: Predict the reaction yield, written as a fraction of the theoretical maximum amount of product (1.0 means a 100% yield; for example, 0.34 means a 34% yield).. Dataset: Reaction yield outcomes from USPTO patents with 853,638 reactions (1) The catalyst is CC(O)=O. The reactants are [Cl:1][C:2]1[N:7]=[C:6]([C:8]2[NH:9][C:10]3[C:15]([CH:16]=2)=[C:14]([F:17])[CH:13]=[CH:12][CH:11]=3)[C:5]([NH2:18])=[CH:4][CH:3]=1.[CH:19](=O)[CH3:20].C([O-])(O)=O.[Na+].CC(=O)OCC. The product is [Cl:1][C:2]1[CH:3]=[CH:4][C:5]2[NH:18][CH:19]([CH3:20])[N:9]3[C:10]4[CH:11]=[CH:12][CH:13]=[C:14]([F:17])[C:15]=4[CH:16]=[C:8]3[C:6]=2[N:7]=1. The yield is 0.680. (2) The reactants are [F:1][C:2]([F:20])([F:19])[C:3](O)=[CH:4][C:5]([C:7]1[CH:17]=[CH:16][C:10]2[O:11][CH2:12][C:13](=[O:15])[NH:14][C:9]=2[CH:8]=1)=O.[C:21]1([CH3:29])[CH:26]=[CH:25][CH:24]=[C:23]([NH:27][NH2:28])[CH:22]=1. The catalyst is C(N(CC)CC)C. The product is [C:21]1([CH3:29])[CH:26]=[CH:25][CH:24]=[C:23]([N:27]2[C:5]([C:7]3[CH:17]=[CH:16][C:10]4[O:11][CH2:12][C:13](=[O:15])[NH:14][C:9]=4[CH:8]=3)=[CH:4][C:3]([C:2]([F:20])([F:19])[F:1])=[N:28]2)[CH:22]=1. The yield is 0.100. (3) The reactants are [C:1]([O:5][C:6](=[O:13])[NH:7][C:8]1[N:9]=[CH:10][S:11][CH:12]=1)([CH3:4])([CH3:3])[CH3:2].C[Si](C)(C)[N-][Si](C)(C)C.[Li+].[Cl:24][C:25]1[C:26]([F:36])=[CH:27][C:28]([F:35])=[C:29]([S:31](Cl)(=[O:33])=[O:32])[CH:30]=1.C(=O)=O.[Cl-].[NH4+]. The catalyst is O1CCCC1. The product is [Cl:24][C:25]1[C:26]([F:36])=[CH:27][C:28]([F:35])=[C:29]([S:31]([N:7]([C:8]2[N:9]=[CH:10][S:11][CH:12]=2)[C:6](=[O:13])[O:5][C:1]([CH3:4])([CH3:2])[CH3:3])(=[O:33])=[O:32])[CH:30]=1. The yield is 0.710. (4) The reactants are Cl.[F:2][C:3]1([F:13])[CH2:7][NH:6][C@H:5]([CH2:8][CH2:9][C:10]([OH:12])=[O:11])[CH2:4]1.Br[CH2:15][C:16]1[NH:21][C:20]([C:22]2[S:23][CH:24]=[CH:25][N:26]=2)=[N:19][C@@H:18]([C:27]2[CH:32]=[CH:31][C:30]([F:33])=[CH:29][C:28]=2[Cl:34])[C:17]=1[C:35]([O:37][CH3:38])=[O:36].C(=O)([O-])[O-].[K+].[K+]. The catalyst is C(O)C. The product is [Cl:34][C:28]1[CH:29]=[C:30]([F:33])[CH:31]=[CH:32][C:27]=1[C@@H:18]1[N:19]=[C:20]([C:22]2[S:23][CH:24]=[CH:25][N:26]=2)[NH:21][C:16]([CH2:15][N:6]2[CH2:7][C:3]([F:2])([F:13])[CH2:4][C@H:5]2[CH2:8][CH2:9][C:10]([OH:12])=[O:11])=[C:17]1[C:35]([O:37][CH3:38])=[O:36]. The yield is 0.750. (5) The reactants are S(Cl)([Cl:3])=O.[CH3:5][O:6][C:7]1[C:12]([CH2:13]O)=[CH:11][CH:10]=[CH:9][N:8]=1. The catalyst is ClCCl. The product is [Cl:3][CH2:13][C:12]1[C:7]([O:6][CH3:5])=[N:8][CH:9]=[CH:10][CH:11]=1. The yield is 0.860. (6) The reactants are [CH2:1]([O:3][C:4](=[O:58])[CH2:5][N:6]([C:8](=[O:57])[C@@H:9]([NH:25][C:26](=[O:56])[C@@H:27]([NH:52][C:53](=[O:55])[CH3:54])[CH2:28][CH2:29][CH2:30][NH:31]/[C:32](/[NH2:51])=[N:33]\[S:34]([C:37]1[C:38]([CH3:50])=[C:39]([CH3:49])[C:40]2[O:44][C:43]([CH3:46])([CH3:45])[CH2:42][C:41]=2[C:47]=1[CH3:48])(=[O:36])=[O:35])[CH2:10][N:11]([CH3:24])S(C1C=CC=CC=1[N+]([O-])=O)(=O)=O)[CH3:7])[CH3:2].C([O-])([O-])=O.[K+].[K+].SCC(CO)O. The catalyst is CN(C=O)C. The product is [CH2:1]([O:3][C:4](=[O:58])[CH2:5][N:6]([C:8](=[O:57])[C@@H:9]([NH:25][C:26](=[O:56])[C@@H:27]([NH:52][C:53](=[O:55])[CH3:54])[CH2:28][CH2:29][CH2:30][NH:31]/[C:32](/[NH2:51])=[N:33]\[S:34]([C:37]1[C:38]([CH3:50])=[C:39]([CH3:49])[C:40]2[O:44][C:43]([CH3:46])([CH3:45])[CH2:42][C:41]=2[C:47]=1[CH3:48])(=[O:36])=[O:35])[CH2:10][NH:11][CH3:24])[CH3:7])[CH3:2]. The yield is 0.300. (7) The reactants are [OH:1][CH:2]([CH:5]([O:18][CH3:19])[C:6]1[CH:11]=[CH:10][C:9]([N:12]2[CH2:17][CH2:16][O:15][CH2:14][CH2:13]2)=[CH:8][CH:7]=1)[C:3]#[N:4].C1(C)C=CC(S([O-])(=O)=O)=CC=1.[NH+]1C=CC=CC=1.[CH:37]([O:39][CH2:40][CH3:41])=[CH2:38].C([O-])(O)=O.[Na+]. The catalyst is C(Cl)Cl.O. The product is [CH2:37]([O:39][CH:40]([O:1][CH:2]([CH:5]([O:18][CH3:19])[C:6]1[CH:7]=[CH:8][C:9]([N:12]2[CH2:13][CH2:14][O:15][CH2:16][CH2:17]2)=[CH:10][CH:11]=1)[C:3]#[N:4])[CH3:41])[CH3:38]. The yield is 0.350.